From a dataset of Full USPTO retrosynthesis dataset with 1.9M reactions from patents (1976-2016). Predict the reactants needed to synthesize the given product. (1) Given the product [NH2:40][C@@H:15]([CH2:16][CH2:17][CH2:18][NH:19][C:20]([NH2:39])=[NH:21])[C:14]([NH:11][CH2:10][CH2:9][N:8]([CH3:13])[C:6](=[O:5])[OH:7])=[O:58], predict the reactants needed to synthesize it. The reactants are: C([O:5][C:6]([N:8]1[CH2:13]C[N:11]([C:14](=[O:58])[C@@H:15]([NH:40]C(OCC2C3C=CC=CC=3C3C2=CC=CC=3)=O)[CH2:16][CH2:17][CH2:18][NH:19]/[C:20](/[NH2:39])=[N:21]/S(C2C(C)=C(C)C3OC(C)(C)CC=3C=2C)(=O)=O)[CH2:10][CH2:9]1)=[O:7])(C)(C)C.C(O)(C(F)(F)F)=O.O.C(OC(N1CCN(C(=O)[C@@H](N)CCCN/C(/N)=N/S(C2C(C)=C(C)C3OC(C)(C)CC=3C=2C)(=O)=O)CC1)=O)(C)(C)C.C(O)(C(F)(F)F)=O.C(#N)C. (2) Given the product [Cl:1][C:2]1[CH:17]=[CH:16][C:5]2[O:19][C:7]3[CH:15]=[CH:14][CH:13]=[CH:12][C:8]=3[C:9]([N:37]3[CH2:38][CH2:39][N:34]([CH2:32][CH3:33])[CH2:35][CH2:36]3)=[N:10][C:4]=2[CH:3]=1, predict the reactants needed to synthesize it. The reactants are: [Cl:1][C:2]1[CH:17]=[CH:16][C:5]2S[C:7]3[CH:15]=[CH:14][CH:13]=[CH:12][C:8]=3[C:9](=O)[NH:10][C:4]=2[CH:3]=1.P(Cl)(Cl)(Cl)=[O:19].CN(C)C1C=CC=CC=1.[CH2:32]([N:34]1[CH2:39][CH2:38][NH:37][CH2:36][CH2:35]1)[CH3:33]. (3) Given the product [CH3:1][O:2][C:3]1[CH:4]=[C:5]2[C:10](=[CH:11][CH:12]=1)[CH:9]=[C:8]([C:13]1[CH:14]=[C:15]([NH2:19])[CH:16]=[CH:17][CH:18]=1)[CH:7]=[CH:6]2, predict the reactants needed to synthesize it. The reactants are: [CH3:1][O:2][C:3]1[CH:12]=[CH:11][C:10]2[C:5](=[CH:6][CH:7]=[C:8]([C:13]3[CH:18]=[CH:17][CH:16]=[C:15]([N+:19]([O-])=O)[CH:14]=3)[CH:9]=2)[CH:4]=1.